This data is from Forward reaction prediction with 1.9M reactions from USPTO patents (1976-2016). The task is: Predict the product of the given reaction. (1) Given the reactants Br[C:2]1[CH:3]=[C:4]([C:8]2([C:18]3[CH:23]=[CH:22][N:21]=[C:20]([F:24])[CH:19]=3)[C:16]3[C:11](=[CH:12][CH:13]=[CH:14][CH:15]=3)[C:10]([NH2:17])=[N:9]2)[CH:5]=[CH:6][CH:7]=1.[F:25][C:26]1[C:31](B(O)O)=[CH:30][CH:29]=[CH:28][N:27]=1, predict the reaction product. The product is: [F:24][C:20]1[CH:19]=[C:18]([C:8]2([C:4]3[CH:5]=[CH:6][CH:7]=[C:2]([C:31]4[C:26]([F:25])=[N:27][CH:28]=[CH:29][CH:30]=4)[CH:3]=3)[C:16]3[C:11](=[CH:12][CH:13]=[CH:14][CH:15]=3)[C:10]([NH2:17])=[N:9]2)[CH:23]=[CH:22][N:21]=1. (2) Given the reactants [Cl:1][C:2]1[C:11]2[NH:10][C:9](=[O:12])[C:8]3[S:13][CH:14]=[CH:15][C:7]=3[C:6]=2[C:5]([C:16]2[CH:31]=[CH:30][C:19]([CH2:20][CH2:21][NH:22]C(=O)OC(C)(C)C)=[CH:18][CH:17]=2)=[C:4]([O:32]C)[CH:3]=1.B(Br)(Br)Br, predict the reaction product. The product is: [ClH:1].[NH2:22][CH2:21][CH2:20][C:19]1[CH:30]=[CH:31][C:16]([C:5]2[C:6]3[C:7]4[CH:15]=[CH:14][S:13][C:8]=4[C:9](=[O:12])[NH:10][C:11]=3[C:2]([Cl:1])=[CH:3][C:4]=2[OH:32])=[CH:17][CH:18]=1. (3) Given the reactants C[O:2][CH2:3][CH2:4][N:5]1[CH:17]=[C:16]2[C:7]([C:8]([NH2:18])=[N:9][C:10]3[CH:11]=[CH:12][CH:13]=[CH:14][C:15]=32)=[N:6]1.B(Br)(Br)Br, predict the reaction product. The product is: [NH2:18][C:8]1[C:7]2=[N:6][N:5]([CH2:4][CH2:3][OH:2])[CH:17]=[C:16]2[C:15]2[CH:14]=[CH:13][CH:12]=[CH:11][C:10]=2[N:9]=1. (4) Given the reactants Cl[CH2:2][C:3]([OH:5])=[O:4].C(=O)([O-])[O-].[Na+].[Na+].[C:12]([OH:21])(=[O:20])[C:13]1[C:14](=[CH:16][CH:17]=[CH:18][CH:19]=1)[NH2:15], predict the reaction product. The product is: [C:3]([CH2:2][NH:15][C:14]1[CH:16]=[CH:17][CH:18]=[CH:19][C:13]=1[C:12]([OH:21])=[O:20])([OH:5])=[O:4].